This data is from Peptide-MHC class I binding affinity with 185,985 pairs from IEDB/IMGT. The task is: Regression. Given a peptide amino acid sequence and an MHC pseudo amino acid sequence, predict their binding affinity value. This is MHC class I binding data. (1) The peptide sequence is KLGDKGSPYY. The MHC is HLA-A03:01 with pseudo-sequence HLA-A03:01. The binding affinity (normalized) is 0.916. (2) The peptide sequence is LTKEEFTRY. The MHC is HLA-A26:02 with pseudo-sequence HLA-A26:02. The binding affinity (normalized) is 0.479. (3) The peptide sequence is DAYGFHNYK. The MHC is HLA-B58:01 with pseudo-sequence HLA-B58:01. The binding affinity (normalized) is 0.0847. (4) The peptide sequence is RYLKDQQLL. The MHC is HLA-A02:06 with pseudo-sequence HLA-A02:06. The binding affinity (normalized) is 0. (5) The peptide sequence is KSRCASPST. The MHC is HLA-B08:02 with pseudo-sequence HLA-B08:02. The binding affinity (normalized) is 0.0847. (6) The binding affinity (normalized) is 0.452. The peptide sequence is RTMPLSRFT. The MHC is HLA-B57:01 with pseudo-sequence HLA-B57:01.